Dataset: Human Reference Interactome with 51,813 positive PPI pairs across 8,248 proteins, plus equal number of experimentally-validated negative pairs. Task: Binary Classification. Given two protein amino acid sequences, predict whether they physically interact or not. (1) Protein 1 (ENSG00000284341) has sequence MATHHTLWMGLALLGVLGDLQAAPEAQVSVQPNFQQDKFLGRWFSAGLASNSSWLREKKAALSMCKSVVAPATDGGLNLTSTFLRKNQCETRTMLLQPAGSLGSYSYRSPHWGSTYSVSVVETDYDQYALLYSQGSKGPGEDFRMATLYSRTQTPRAELKEKFTAFCKAQGFTEDTIVFLPQTDKCMTEQ*. Result: 0 (the proteins do not interact). Protein 2 (ENSG00000162616) has sequence MGKDYYCILGIEKGASDEDIKKAYRKQALKFHPDKNKSPQAEEKFKEVAEAYEVLSDPKKREIYDQFGEEGLKGGAGGTDGQGGTFRYTFHGDPHATFAAFFGGSNPFEIFFGRRMGGGRDSEEMEIDGDPFSAFGFSMNGYPRDRNSVGPSRLKQDPPVIHELRVSLEEIYSGCTKRMKISRKRLNADGRSYRSEDKILTIEIKKGWKEGTKITFPREGDETPNSIPADIVFIIKDKDHPKFKRDGSNIIYTAKISLREALCGCSINVPTLDGRNIPMSVNDIVKPGMRRRIIGYGLPF.... (2) Protein 1 (ENSG00000109851) has sequence MMFPGLLAPPAGYPSLLRPTPTLTLPQSLQSAFSGHSSFLVEDLIRISRPPAYLPRSVPTASMSPPRQGAPTALTDTGASDLGSPGPGSRRGGSPPTAFSPASETTFLKFGVNAILSSGPRTETSPALLQSVPPKTFAFPYFEGSFQPFIRSSYFPASSSVVPIPGTFSWPLAARGKPRRGMLRRAVFSDVQRKALEKMFQKQKYISKPDRKKLAAKLGLKDSQVKIWFQNRRMKWRNSKERELLSSGGCREQTLPTKLNPHPDLSDVGQKGPGNEEEEEGPGSPSHRLAYHASSDPQHL.... Protein 2 (ENSG00000111247) has sequence MVRPVRHKKPVNYSQFDHSDSDDDFVSATVPLNKKSRTAPKELKQDKPKPNLNNLRKEEIPVQEKTPKKRLPEGTFSIPASAVPCTKMALDDKLYQRDLEVALALSVKELPTVTTNVQNSQDKSIEKHGSSKIETMNKSPHISNCSVASDYLDLDKITVEDDVGGVQGKRKAASKAAAQQRKILLEGSDGDSANDTEPDFAPGEDSEDDSDFCESEDNDEDFSMRKSKVKEIKKKEVKVKSPVEKKEKKSKSKCNALVTSVDSAPAAVKSESQSLPKKVSLSSDTTRKPLEIRSPSAESK.... Result: 0 (the proteins do not interact). (3) Protein 1 (ENSG00000130300) has sequence MGLAMEHGGSYARAGGSSRGCWYYLRYFFLFVSLIQFLIILGLVLFMVYGNVHVSTESNLQATERRAEGLYSQLLGLTASQSNLTKELNFTTRAKDAIMQMWLNARRDLDRINASFRQCQGDRVIYTNNQRYMAAIILSEKQCRDQFKDMNKSCDALLFMLNQKVKTLEVEIAKEKTICTKDKESVLLNKRVAEEQLVECVKTRELQHQERQLAKEQLQKVQALCLPLDKDKFEMDLRNLWRDSIIPRSLDNLGYNLYHPLGSELASIRRACDHMPSLMSSKVEELARSLRADIERVARE.... Protein 2 (ENSG00000172379) has sequence MATPAAVNPPEMASDIPGSVTLPVAPMAATGQVRMAGAMPARGGKRRSGMDFDDEDGEGPSKFSRENHSEIERRRRNKMTQYITELSDMVPTCSALARKPDKLTILRMAVSHMKSMRGTGNKSTDGAYKPSFLTEQELKHLILEAADGFLFVVAAETGRVIYVSDSVTPVLNQPQSEWFGSTLYEQVHPDDVEKLREQLCTSENSMTGRILDLKTGTVKKEGQQSSMRMCMGSRRSFICRMRCGNAPLDHLPLNRITTMRKRFRNGLGPVKEGEAQYAVVHCTGYIKAWPPAGMTIPEED.... Result: 0 (the proteins do not interact). (4) Protein 1 (ENSG00000086289) has sequence MPGRAPLRTVPGALGAWLLGGLWAWTLCGLCSLGAVGAPRPCQAPQQWEGRQVMYQQSSGRNSRALLSYDGLNQRVRVLDERKALIPCKRLFEYILLYKDGVMFQIDQATKQCSKMTLTQPWDPLDIPQNSTFEDQYSIGGPQEQITVQEWSDRKSARSYETWIGIYTVKDCYPVQETFTINYSVILSTRFFDIQLGIKDPSVFTPPSTCQMAQLEKMSEDCSW*MVRDWEGRCAHRGRPAGGGLSNTQRGGGRLFEYILLYKDGVMFQIDQATKQCSKMTLTQPWDPLDIPQNSTFEDQ.... Protein 2 (ENSG00000143382) has sequence MENWTGRPWLYLLLLLSLPQLCLDQEVLSGHSLQTPTEEGQGPEGVWGPWVQWASCSQPCGVGVQRRSRTCQLPTVQLHPSLPLPPRPPRHPEALLPRGQGPRPQTSPETLPLYRTQSRGRGGPLRGPASHLGREETQEIRAARRSRLRDPIKPGMFGYGRVPFALPLHRNRRHPRSPPRSELSLISSRGEEAIPSPTPRAEPFSANGSPQTELPPTELSVHTPSPQAEPLSPETAQTEVAPRTRPAPLRHHPRAQASGTEPPSPTHSLGEGGFFRASPQPRRPSSQGWASPQVAGRRPD.... Result: 1 (the proteins interact). (5) Protein 2 (ENSG00000130165) has sequence MGRRKSKRKPPPKKKMTGTLETQFTCPFCNHEKSCDVKMDRARNTGVISCTVCLEEFQTPITYLSEPVDVYSDWIDACEAANQ*MGRRKSKRKPPPKKKMTGTLETQFTCPFCNHEKSCDVKMDRARNTGVISCTVCLEEFQTPITCILGNLGFFQRVGRGLESGPCSSGPLCALVQGQSRPEEQVPPSDFCGVRRCRAGFQCQ*MVRSRLTAVSASWVQAHPPADMGRRKSKRKPPPKKKMTGTLETQFTCPFCNHEKSCDVKMDRARNTGVISCTVCLEEFQTPITYLSEPVDVYSDW.... Protein 1 (ENSG00000187783) has sequence MQLQVFWTGLEYTCRLLGITTAAVLIGVGTETFLQGQFKSLAFYLLFTGAAVSICEGAYFVAQLLAICFQCQPGSLADRVREKAHWLGCFQKFLAYLLLSVACFLHPVLVWHVTIPGSMLIITGLAYFLLSKRKKRKAAPEVLASPEQYTDPSSSAVSTTGSGDTEQTYTFHGALKEGPSSLFIHMKSILKGTKKPSALQPPNTLMELSLEPADSLAKKKQVHFEDNLVRIVPSLAEGLDDGDSEPEETTSDTTPIIPPPQAPLFLSSLTATGLF*MLIITGLAYFLLSKRKKRKAAPEV.... Result: 0 (the proteins do not interact). (6) Protein 1 (ENSG00000239605) has sequence MDQPAVATASTSIREDLVGGESFITASKPAQKTSSFEREGWWRIALTDTPIPGTYHLKTFIEESLLNPVIATYNFKNEGRKKPPLVQRNNPVLNDLPQYMPPDFLDLLKKQVATYSFKDKPRPSPSTLVDKDQSLQLSPGQYNVLPAPVPKYASRSCVFRSTVQRFPTTYFIPVSIM*MDQPAVATASTSIREDLVGGESFITASKPAQKTSSFEREGWWRIALTDTPIPGTYHLKTFIEESLLNPVIATYNFKNEGRKKPPLVQRNNPVLNDLPQYMPPDFLDLLKKQVATYSFKDKPR.... Protein 2 (ENSG00000125459) has sequence MAGGAREVLTLQLGHFAGFVGAHWWNQQDAALGRATDSKEPPGELCPDVLYRTGRTLHGQETYTPRLILMDLKGSLSSLKEEGGLYRDKQLDAAIAWQGKLTTHKEELYPKNPYLQDFLSAEGVLSSDGVWRVKSIPNGKGSSPLPTATTPKPLIPTEASIRVWSDFLRVHLHPRSICMIQKYNHDGEAGRLEAFGQGESVLKEPKYQEELEDRLHFYVEECDYLQGFQILCDLHDGFSGVGAKAAELLQDEYSGRGIITWGLLPGPYHRGEAQRNIYRLLNTAFGLVHLTAHSSLVCPL.... Result: 0 (the proteins do not interact). (7) Protein 2 (ENSG00000123992) has sequence MSGHSPTRGAMQVAMNGKARKEAVQTAAKELLKFVNRSPSPFHAVAECRNRLLQAGFSELKETEKWNIKPESKYFMTRNSSTIIAFAVGGQYVPGNGFSLIGAHTDSPCLRVKRRSRRSQVGFQQVGVETYGGGIWSTWFDRDLTLAGRVIVKCPTSGRLEQQLVHVERPILRIPHLAIHLQRNINENFGPNTEMHLVPILATAIQEELEKGTPEPGPLNAVDERHHSVLMSLLCAHLGLSPKDIVEMELCLADTQPAVLGGAYDEFIFAPRLDNLHSCFCALQALIDSCAGPGSLATEP.... Protein 1 (ENSG00000070718) has sequence MIHSLFLINSSGDIFLEKHWKSVVSRSVCDYFFEAQERATEAENVPPVIPTPHHYLLSVYRHKIFFVAVIQTEVPPLFVIEFLHRVVDTFQDYFGVCSEPVIKDNVVVVYEVLEEMLDNGFPLATESNILKELIKPPTILRTVVNTITGSTNVGDQLPTGQLSVVPWRRTGVKYTNNEAYFDVIEEIDAIIDKSGSTITAEIQGVIDACVKLTGMPDLTLSFMNPRLLDDVSFHPCVRFKRWESERILSFIPPDGNFRLLSYHVSAQNLVAIPVYVKHNISFRDSSSLGRFEITVGPKQT.... Result: 0 (the proteins do not interact).